From a dataset of Reaction yield outcomes from USPTO patents with 853,638 reactions. Predict the reaction yield, written as a fraction of the theoretical maximum amount of product (1.0 means a 100% yield; for example, 0.34 means a 34% yield). (1) The reactants are [H-].[Na+].[CH2:3]([OH:7])[CH2:4][CH2:5][OH:6].F[C:9]1[CH:18]=[C:17]2[C:12]([C:13]([OH:19])=[N:14][CH:15]=[N:16]2)=[CH:11][CH:10]=1. The catalyst is CN(C)C=O. The product is [OH:6][CH2:5][CH2:4][CH2:3][O:7][C:9]1[CH:18]=[C:17]2[C:12]([C:13]([OH:19])=[N:14][CH:15]=[N:16]2)=[CH:11][CH:10]=1. The yield is 0.920. (2) The reactants are Br[C:2]1[N:7]=[C:6]2[S:8][C:9]([N:11]=[C:12](SC)SC)=[N:10][C:5]2=[N:4][CH:3]=1.Cl.Cl.[NH2:19][CH2:20][C@@:21]1([OH:29])[CH:26]2[CH2:27][CH2:28][N:23]([CH2:24][CH2:25]2)[CH2:22]1.C(=O)([O-])[O-].[Cs+].[Cs+].[CH3:36][S-:37].[Na+]. The catalyst is CN(C=O)C.O. The product is [CH3:36][S:37][C:2]1[N:7]=[C:6]2[S:8][C:9]([NH:11][C:12]3[O:29][C@:21]4([CH2:20][N:19]=3)[CH:26]3[CH2:25][CH2:24][N:23]([CH2:28][CH2:27]3)[CH2:22]4)=[N:10][C:5]2=[N:4][CH:3]=1. The yield is 0.460. (3) The product is [NH2:1][C:2]1[N:3]([CH2:24][C:25]([F:28])([F:27])[F:26])[C:4](=[O:23])[C:5]2([C:15]3[C:10](=[CH:11][CH:12]=[C:13]([C:35]4[CH:36]=[C:31]([CH:32]=[CH:33][CH:34]=4)[C:29]#[N:30])[CH:14]=3)[O:9][CH:8]([C:17]3[CH:22]=[CH:21][CH:20]=[CH:19][CH:18]=3)[CH2:7]2)[N:6]=1. The reactants are [NH2:1][C:2]1[N:3]([CH2:24][C:25]([F:28])([F:27])[F:26])[C:4](=[O:23])[C:5]2([C:15]3[C:10](=[CH:11][CH:12]=[C:13](Br)[CH:14]=3)[O:9][CH:8]([C:17]3[CH:22]=[CH:21][CH:20]=[CH:19][CH:18]=3)[CH2:7]2)[N:6]=1.[C:29]([C:31]1[CH:32]=[C:33](B(O)O)[CH:34]=[CH:35][CH:36]=1)#[N:30]. The catalyst is O1CCOCC1.C([O-])([O-])=O.[Cs+].[Cs+].Cl[Pd](Cl)([P](C1C=CC=CC=1)(C1C=CC=CC=1)C1C=CC=CC=1)[P](C1C=CC=CC=1)(C1C=CC=CC=1)C1C=CC=CC=1. The yield is 0.120. (4) The product is [C:1]([C:3]1[CH:4]=[CH:5][C:6]([S:9]([NH:12][C@H:13]2[CH2:18][CH2:17][C@H:16]([C:19]([N:21]3[CH2:26][CH2:25][N:24]([CH2:30][CH:27]4[CH2:29][CH2:28]4)[CH2:23][CH2:22]3)=[O:20])[CH2:15][CH2:14]2)(=[O:10])=[O:11])=[CH:7][CH:8]=1)#[N:2]. The reactants are [C:1]([C:3]1[CH:8]=[CH:7][C:6]([S:9]([NH:12][CH:13]2[CH2:18][CH2:17][CH:16]([C:19]([N:21]3[CH2:26][CH2:25][NH:24][CH2:23][CH2:22]3)=[O:20])[CH2:15][CH2:14]2)(=[O:11])=[O:10])=[CH:5][CH:4]=1)#[N:2].[CH:27]1([CH:30]=O)[CH2:29][CH2:28]1.C(O)(=O)C.C(O[BH-](OC(=O)C)OC(=O)C)(=O)C.[Na+]. The catalyst is C1COCC1. The yield is 0.0260.